Dataset: Catalyst prediction with 721,799 reactions and 888 catalyst types from USPTO. Task: Predict which catalyst facilitates the given reaction. (1) Reactant: Br[C:2]1[N:6]2[N:7]=[C:8]([O:11][CH3:12])[CH:9]=[CH:10][C:5]2=[N:4][C:3]=1[C:13]1[CH:14]=[CH:15][C:16]([CH3:26])=[C:17]([NH:19][C:20](=[O:25])[C:21]([CH3:24])([CH3:23])[CH3:22])[CH:18]=1.[CH3:27]B(O)O.P([O-])([O-])([O-])=O.[K+].[K+].[K+].C1(P(C2CCCCC2)C2C=CC=CC=2C2C(OC)=CC=CC=2OC)CCCCC1. Product: [CH3:12][O:11][C:8]1[CH:9]=[CH:10][C:5]2[N:6]([C:2]([CH3:27])=[C:3]([C:13]3[CH:14]=[CH:15][C:16]([CH3:26])=[C:17]([NH:19][C:20](=[O:25])[C:21]([CH3:24])([CH3:23])[CH3:22])[CH:18]=3)[N:4]=2)[N:7]=1. The catalyst class is: 874. (2) Reactant: [CH:1]1([N:7]2[CH:12]3[CH2:13][CH2:14][CH:8]2[CH:9]=[C:10]([C:15]2[CH:20]=[CH:19][C:18]([N+:21]([O-])=O)=[CH:17][CH:16]=2)[CH2:11]3)[CH2:6][CH2:5][CH2:4][CH2:3][CH2:2]1. The catalyst class is: 50. Product: [CH:1]1([N:7]2[CH:8]3[CH2:14][CH2:13][CH:12]2[CH2:11][CH:10]([C:15]2[CH:16]=[CH:17][C:18]([NH2:21])=[CH:19][CH:20]=2)[CH2:9]3)[CH2:2][CH2:3][CH2:4][CH2:5][CH2:6]1. (3) Reactant: [OH:1][C:2]1[CH:3]=[C:4]([CH:9]=[CH:10][CH:11]=1)[C:5]([NH:7][NH2:8])=O.I.CS[C:15](=[NH:28])[NH:16][C:17]1[CH:22]=[CH:21][C:20]([Cl:23])=[C:19]([C:24]([F:27])([F:26])[F:25])[CH:18]=1. Product: [Cl:23][C:20]1[CH:21]=[CH:22][C:17]([NH:16][C:15]2[NH:28][C:5]([C:4]3[CH:3]=[C:2]([OH:1])[CH:11]=[CH:10][CH:9]=3)=[N:7][N:8]=2)=[CH:18][C:19]=1[C:24]([F:25])([F:26])[F:27]. The catalyst class is: 17. (4) Reactant: [Cl:1][C:2]1[C:10]2[N:9]=[C:8]3[N:11]([C:15]4[CH:20]=[CH:19][C:18]([O:21][CH3:22])=[CH:17][C:16]=4[Cl:23])[CH2:12][CH2:13][CH2:14][N:7]3[C:6]=2[C:5]([CH:24]([OH:29])[C:25]([F:28])([F:27])[F:26])=[CH:4][CH:3]=1.[H-].[Na+].I[CH3:33].O. Product: [Cl:1][C:2]1[C:10]2[N:9]=[C:8]3[N:11]([C:15]4[CH:20]=[CH:19][C:18]([O:21][CH3:22])=[CH:17][C:16]=4[Cl:23])[CH2:12][CH2:13][CH2:14][N:7]3[C:6]=2[C:5]([CH:24]([O:29][CH3:33])[C:25]([F:27])([F:28])[F:26])=[CH:4][CH:3]=1. The catalyst class is: 9. (5) Reactant: [CH3:1][C:2]([C:4]1[CH:9]=[CH:8][C:7]([Cl:10])=[CH:6][CH:5]=1)=[O:3].[CH:11]1([Mg]Br)[CH2:13][CH2:12]1.O.C(#N)C. Product: [CH:11]1([C:2]([C:4]2[CH:9]=[CH:8][C:7]([Cl:10])=[CH:6][CH:5]=2)([OH:3])[CH3:1])[CH2:13][CH2:12]1. The catalyst class is: 469. (6) Reactant: [CH3:1][O:2][C:3]([C:5]1[CH:13]=[C:12]2[C:8]([C:9]([CH2:14][N:15]([C:28]([O:30][C:31]([CH3:34])([CH3:33])[CH3:32])=[O:29])[C:16]3[CH:21]=[CH:20][C:19]([N:22]4[CH2:27][CH2:26][O:25][CH2:24][CH2:23]4)=[CH:18][CH:17]=3)=[CH:10][NH:11]2)=[CH:7][CH:6]=1)=[O:4].[H-].[Na+].[CH3:37]I. Product: [CH3:1][O:2][C:3]([C:5]1[CH:13]=[C:12]2[C:8]([C:9]([CH2:14][N:15]([C:28]([O:30][C:31]([CH3:34])([CH3:33])[CH3:32])=[O:29])[C:16]3[CH:21]=[CH:20][C:19]([N:22]4[CH2:23][CH2:24][O:25][CH2:26][CH2:27]4)=[CH:18][CH:17]=3)=[CH:10][N:11]2[CH3:37])=[CH:7][CH:6]=1)=[O:4]. The catalyst class is: 3. (7) Reactant: [CH3:1][O:2][CH2:3][CH2:4][CH2:5][O:6][C:7]1[CH:8]=[C:9]([CH:41]=[CH:42][C:43]=1[O:44][CH3:45])[CH2:10][C@H:11]([CH:38]([CH3:40])[CH3:39])[CH2:12][C@H:13]([NH:30]C(OC(C)(C)C)=O)[C@@H:14]([OH:29])[CH2:15][NH:16][C:17]1[C:18](=[O:28])[C:19](=[O:27])[C:20]=1[CH2:21][CH2:22][CH2:23][CH2:24][CH2:25][CH3:26]. Product: [CH3:1][O:2][CH2:3][CH2:4][CH2:5][O:6][C:7]1[CH:8]=[C:9]([CH:41]=[CH:42][C:43]=1[O:44][CH3:45])[CH2:10][C@H:11]([CH:38]([CH3:40])[CH3:39])[CH2:12][C@H:13]([NH2:30])[C@@H:14]([OH:29])[CH2:15][NH:16][C:17]1[C:18](=[O:28])[C:19](=[O:27])[C:20]=1[CH2:21][CH2:22][CH2:23][CH2:24][CH2:25][CH3:26]. The catalyst class is: 137.